This data is from Reaction yield outcomes from USPTO patents with 853,638 reactions. The task is: Predict the reaction yield, written as a fraction of the theoretical maximum amount of product (1.0 means a 100% yield; for example, 0.34 means a 34% yield). The reactants are FC(F)(F)C(O)=O.[C:8]1([C:14]2[CH:19]=[C:18]([CH:20]3[CH2:25][CH2:24][NH:23][CH2:22][CH2:21]3)[CH:17]=[CH:16][C:15]=2[NH:26][C:27]([C:29]2[NH:30][CH:31]=[C:32]([C:34]#[N:35])[N:33]=2)=[O:28])[CH2:13][CH2:12][CH2:11][CH2:10][CH:9]=1.CCN(C(C)C)C(C)C.Cl.[CH3:46][N:47]([CH2:49][C:50](Cl)=[O:51])[CH3:48]. The catalyst is C(Cl)Cl. The product is [C:8]1([C:14]2[CH:19]=[C:18]([CH:20]3[CH2:21][CH2:22][N:23]([C:50](=[O:51])[CH2:49][N:47]([CH3:48])[CH3:46])[CH2:24][CH2:25]3)[CH:17]=[CH:16][C:15]=2[NH:26][C:27]([C:29]2[NH:30][CH:31]=[C:32]([C:34]#[N:35])[N:33]=2)=[O:28])[CH2:13][CH2:12][CH2:11][CH2:10][CH:9]=1. The yield is 0.700.